From a dataset of Reaction yield outcomes from USPTO patents with 853,638 reactions. Predict the reaction yield, written as a fraction of the theoretical maximum amount of product (1.0 means a 100% yield; for example, 0.34 means a 34% yield). (1) The reactants are Cl[C:2]1[CH:7]=[CH:6][N:5]=[C:4]2[CH:8]=[C:9]([C:11]([N:13]3[CH2:17][CH2:16][CH2:15][C@H:14]3[CH2:18][O:19][CH3:20])=[O:12])[S:10][C:3]=12.[CH3:21][NH:22][C:23]([C:25]1[C:26]2[CH:34]=[CH:33][C:32]([OH:35])=[CH:31][C:27]=2[S:28][C:29]=1[CH3:30])=[O:24].C([O-])([O-])=O.[Cs+].[Cs+]. No catalyst specified. The product is [CH3:21][NH:22][C:23]([C:25]1[C:26]2[CH:34]=[CH:33][C:32]([O:35][C:2]3[CH:7]=[CH:6][N:5]=[C:4]4[CH:8]=[C:9]([C:11]([N:13]5[CH2:17][CH2:16][CH2:15][C@H:14]5[CH2:18][O:19][CH3:20])=[O:12])[S:10][C:3]=34)=[CH:31][C:27]=2[S:28][C:29]=1[CH3:30])=[O:24]. The yield is 0.730. (2) The reactants are N(CC(O)=O)C.[CH:7]1([S:10]([NH2:13])(=[O:12])=[O:11])[CH2:9][CH2:8]1.[OH:14][C:15]1[C@H:24]2[C@H:19]([C@H:20]3[CH2:25][C@@H:23]2[CH2:22][CH2:21]3)[N:18]([CH2:26][CH2:27][CH:28]([CH3:30])[CH3:29])[C:17](=[O:31])[C:16]=1[C:32]1[NH:37][C:36]2[CH:38]=[CH:39][C:40](I)=[CH:41][C:35]=2[S:34](=[O:44])(=[O:43])[N:33]=1.P([O-])([O-])([O-])=O.[K+].[K+].[K+]. The catalyst is [Cu]I. The product is [OH:14][C:15]1[C@H:24]2[C@H:19]([C@H:20]3[CH2:25][C@@H:23]2[CH2:22][CH2:21]3)[N:18]([CH2:26][CH2:27][CH:28]([CH3:30])[CH3:29])[C:17](=[O:31])[C:16]=1[C:32]1[NH:37][C:36]2[CH:38]=[CH:39][C:40]([NH:13][S:10]([CH:7]3[CH2:9][CH2:8]3)(=[O:12])=[O:11])=[CH:41][C:35]=2[S:34](=[O:44])(=[O:43])[N:33]=1. The yield is 0.220. (3) The catalyst is O1CCOCC1.[Br-].C([N+](CCCC)(CCCC)CCCC)CCC.O.Cl[Pd](Cl)([P](C1C=CC=CC=1)(C1C=CC=CC=1)C1C=CC=CC=1)[P](C1C=CC=CC=1)(C1C=CC=CC=1)C1C=CC=CC=1. The yield is 0.380. The reactants are Br[C:2]1[N:7]=[C:6]([C:8]([O:10][C:11]([CH3:14])([CH3:13])[CH3:12])=[O:9])[CH:5]=[CH:4][CH:3]=1.[CH3:15][N:16]1[C:25]2[C:20](=[CH:21][C:22](B3OC(C)(C)C(C)(C)O3)=[CH:23][CH:24]=2)[NH:19][CH2:18][CH2:17]1.C([O-])([O-])=O.[K+].[K+]. The product is [CH3:15][N:16]1[C:25]2[C:20](=[CH:21][C:22]([C:2]3[N:7]=[C:6]([C:8]([O:10][C:11]([CH3:14])([CH3:13])[CH3:12])=[O:9])[CH:5]=[CH:4][CH:3]=3)=[CH:23][CH:24]=2)[NH:19][CH2:18][CH2:17]1. (4) The reactants are C([NH:8][C:9]1[C:10]([CH3:31])=[C:11]([CH3:30])[C:12]2[O:16][CH2:15][CH:14]([C:17]3[CH:22]=[CH:21][C:20]([CH:23]([CH3:25])[CH3:24])=[CH:19][C:18]=3[O:26][CH3:27])[C:13]=2[C:28]=1[CH3:29])C1C=CC=CC=1. The catalyst is C(OCC)(=O)C.CCCCCC. The product is [CH:23]([C:20]1[CH:21]=[CH:22][C:17]([CH:14]2[C:13]3[C:28]([CH3:29])=[C:9]([NH2:8])[C:10]([CH3:31])=[C:11]([CH3:30])[C:12]=3[O:16][CH2:15]2)=[C:18]([O:26][CH3:27])[CH:19]=1)([CH3:25])[CH3:24]. The yield is 0.870. (5) The reactants are [C:1]([O:4][C@@H:5]1[C@@H:10]([O:11][C:12](=[O:14])[CH3:13])[C@H:9]([O:15][C:16](=[O:18])[CH3:17])[C@@H:8]([O:19][CH3:20])[O:7][C@H:6]1[C:21]1[CH:26]=[CH:25][C:24]([Cl:27])=[C:23]([CH2:28][C:29]2[CH:34]=[CH:33][C:32](OS(C(F)(F)F)(=O)=O)=[CH:31][CH:30]=2)[CH:22]=1)(=[O:3])[CH3:2].CCN(C(C)C)C(C)C.[Si:52]([C:56]#[CH:57])([CH3:55])([CH3:54])[CH3:53].O. The catalyst is CN(C=O)C.C(OCC)(=O)C.C1C=CC([P]([Pd]([P](C2C=CC=CC=2)(C2C=CC=CC=2)C2C=CC=CC=2)([P](C2C=CC=CC=2)(C2C=CC=CC=2)C2C=CC=CC=2)[P](C2C=CC=CC=2)(C2C=CC=CC=2)C2C=CC=CC=2)(C2C=CC=CC=2)C2C=CC=CC=2)=CC=1.[Cu]I. The product is [C:1]([O:4][C@@H:5]1[C@@H:10]([O:11][C:12](=[O:14])[CH3:13])[C@H:9]([O:15][C:16](=[O:18])[CH3:17])[C@@H:8]([O:19][CH3:20])[O:7][C@H:6]1[C:21]1[CH:26]=[CH:25][C:24]([Cl:27])=[C:23]([CH2:28][C:29]2[CH:30]=[CH:31][C:32]([C:57]#[C:56][Si:52]([CH3:55])([CH3:54])[CH3:53])=[CH:33][CH:34]=2)[CH:22]=1)(=[O:3])[CH3:2]. The yield is 0.924.